From a dataset of Catalyst prediction with 721,799 reactions and 888 catalyst types from USPTO. Predict which catalyst facilitates the given reaction. (1) Reactant: [H-].[Na+].[C:3](=[O:8])([O:6][CH3:7])OC.[CH2:9]([O:11][C:12](=[O:27])[CH2:13][N:14]1[C:18]([C:19]([F:22])([F:21])[F:20])=[CH:17][C:16]([C:23]([F:26])([F:25])[F:24])=[N:15]1)C.Cl. Product: [CH3:9][O:11][C:12](=[O:27])[CH:13]([N:14]1[C:18]([C:19]([F:21])([F:22])[F:20])=[CH:17][C:16]([C:23]([F:26])([F:24])[F:25])=[N:15]1)[C:3]([O:6][CH3:7])=[O:8]. The catalyst class is: 224. (2) Reactant: Cl[C:2]1[N:7]=[CH:6][N:5]=[C:4]([C:8]2[CH:9]=[CH:10][C:11]([O:16][CH:17]3[CH2:22][CH2:21][O:20][CH2:19][CH2:18]3)=[C:12]([CH:15]=2)[C:13]#[N:14])[N:3]=1.[F:23][C:24]1[CH:25]=[C:26]([CH:28]=[C:29]([O:41][CH3:42])[C:30]=1[N:31]1[CH2:36][CH2:35][N:34]([CH:37]2[CH2:40][O:39][CH2:38]2)[CH2:33][CH2:32]1)[NH2:27].C(N(CC)C(C)C)(C)C. Product: [F:23][C:24]1[CH:25]=[C:26]([NH:27][C:2]2[N:7]=[CH:6][N:5]=[C:4]([C:8]3[CH:9]=[CH:10][C:11]([O:16][CH:17]4[CH2:22][CH2:21][O:20][CH2:19][CH2:18]4)=[C:12]([CH:15]=3)[C:13]#[N:14])[N:3]=2)[CH:28]=[C:29]([O:41][CH3:42])[C:30]=1[N:31]1[CH2:32][CH2:33][N:34]([CH:37]2[CH2:40][O:39][CH2:38]2)[CH2:35][CH2:36]1. The catalyst class is: 10. (3) Reactant: [N:1]1[O:2][N:3]=[C:4]2[CH2:9][CH2:8][C:7]3[S:10][C:11]([NH:13][C:14]([CH:16]4[C:18]([CH3:20])([CH3:19])[C:17]4([CH3:22])[CH3:21])=[O:15])=[N:12][C:6]=3[C:5]=12.CC(C)([O-])C.[K+].[CH3:29][O:30][CH2:31][CH2:32]Br. Product: [CH3:29][O:30][CH2:31][CH2:32][N:12]1[C:6]2[C:5]3=[N:1][O:2][N:3]=[C:4]3[CH2:9][CH2:8][C:7]=2[S:10]/[C:11]/1=[N:13]\[C:14]([CH:16]1[C:18]([CH3:20])([CH3:19])[C:17]1([CH3:22])[CH3:21])=[O:15]. The catalyst class is: 31. (4) Product: [Cl:1][C:2]1[C:3]([NH:16][CH:17]2[CH2:24][CH:20]3[CH2:21][N:22]([C:28](=[O:29])[CH2:27][C:25]#[N:26])[CH2:23][CH:19]3[CH2:18]2)=[N:4][C:5]([NH:8][C:9]2[CH:10]=[N:11][N:12]([CH3:15])[C:13]=2[CH3:14])=[N:6][CH:7]=1. Reactant: [Cl:1][C:2]1[C:3]([NH:16][CH:17]2[CH2:24][CH:20]3[CH2:21][NH:22][CH2:23][CH:19]3[CH2:18]2)=[N:4][C:5]([NH:8][C:9]2[CH:10]=[N:11][N:12]([CH3:15])[C:13]=2[CH3:14])=[N:6][CH:7]=1.[C:25]([CH2:27][C:28](O)=[O:29])#[N:26].CN(C(ON1N=NC2C=CC=NC1=2)=[N+](C)C)C.F[P-](F)(F)(F)(F)F.CCN(CC)CC. The catalyst class is: 85.